From a dataset of Forward reaction prediction with 1.9M reactions from USPTO patents (1976-2016). Predict the product of the given reaction. (1) The product is: [F:28][C:2]([F:1])([F:29])[C:3]1[CH:4]=[C:5]([C:9]#[C:10][C:11]2[N:15]3[CH:16]=[CH:17][CH:18]=[CH:19][C:14]3=[N:13][C:12]=2[CH2:20][S:21][CH2:22][CH2:23][OH:24])[CH:6]=[CH:7][CH:8]=1. Given the reactants [F:1][C:2]([F:29])([F:28])[C:3]1[CH:4]=[C:5]([C:9]#[C:10][C:11]2[N:15]3[CH:16]=[CH:17][CH:18]=[CH:19][C:14]3=[N:13][C:12]=2[CH2:20][S:21][CH2:22][C:23](OCC)=[O:24])[CH:6]=[CH:7][CH:8]=1.[H-].[H-].[H-].[H-].[Li+].[Al+3].O.[OH-].[Na+], predict the reaction product. (2) Given the reactants [CH2:1]([C:9]1[CH:21]=[CH:20][C:12]([C:13]([O:15]C(C)(C)C)=[O:14])=[CH:11][CH:10]=1)[CH2:2][C:3]1[CH:8]=[CH:7][CH:6]=[CH:5][CH:4]=1, predict the reaction product. The product is: [CH2:1]([C:9]1[CH:10]=[CH:11][C:12]([C:13]([OH:15])=[O:14])=[CH:20][CH:21]=1)[CH2:2][C:3]1[CH:4]=[CH:5][CH:6]=[CH:7][CH:8]=1. (3) Given the reactants [NH2:1][C:2](=O)[CH2:3][CH2:4][C:5]([O:7][CH3:8])=[O:6].P12(SP3(SP(SP(S3)(S1)=S)(=S)S2)=S)=[S:11], predict the reaction product. The product is: [NH2:1][C:2](=[S:11])[CH2:3][CH2:4][C:5]([O:7][CH3:8])=[O:6]. (4) Given the reactants [CH3:1][C@@H:2]([O:9][C:10]1[CH:11]=[CH:12][C:13]([O:16][C:17]2[N:22]=[CH:21][C:20]([Cl:23])=[CH:19][C:18]=2[F:24])=[CH:14][CH:15]=1)[C:3]([O:5]CC#C)=[O:4].CCCCCC(OC(COC1C=CC(Cl)=C2C=CC=NC=12)=O)C, predict the reaction product. The product is: [CH3:1][C@@H:2]([O:9][C:10]1[CH:15]=[CH:14][C:13]([O:16][C:17]2[N:22]=[CH:21][C:20]([Cl:23])=[CH:19][C:18]=2[F:24])=[CH:12][CH:11]=1)[C:3]([OH:5])=[O:4]. (5) Given the reactants [F:1][C:2]1[CH:9]=[CH:8][C:5]([CH:6]=O)=[CH:4][CH:3]=1.CCN(CC)CC.[F:17][C:18]1[CH:27]=[C:26]2[C:21]([C:22]([CH2:29][C:30]3[N:34]([CH3:35])[N:33]=[CH:32][N:31]=3)=[N:23][NH:24][C:25]2=[O:28])=[C:20]([NH:36][NH2:37])[CH:19]=1, predict the reaction product. The product is: [F:17][C:18]1[CH:27]=[C:26]2[C:21]([C:22]([CH2:29][C:30]3[N:34]([CH3:35])[N:33]=[CH:32][N:31]=3)=[N:23][NH:24][C:25]2=[O:28])=[C:20]([NH:36]/[N:37]=[CH:6]/[C:5]2[CH:8]=[CH:9][C:2]([F:1])=[CH:3][CH:4]=2)[CH:19]=1. (6) Given the reactants [N:1]1[CH:6]=[CH:5][C:4]([C:7]2[C:8]([C:12]3[CH:13]=[C:14]([NH:18][C:19]([NH:21][C:22]4[CH:27]=[CH:26][C:25]([C:28]([F:31])([F:30])[F:29])=[CH:24][CH:23]=4)=[O:20])[CH:15]=[CH:16][CH:17]=3)=[N:9][NH:10][CH:11]=2)=[CH:3][CH:2]=1.C1COCC1.Cl[C:38]([O:40][CH2:41][CH3:42])=[O:39], predict the reaction product. The product is: [CH2:41]([O:40][C:38]([N:10]1[CH:11]=[C:7]([C:4]2[CH:5]=[CH:6][N:1]=[CH:2][CH:3]=2)[C:8]([C:12]2[CH:17]=[CH:16][CH:15]=[C:14]([NH:18][C:19]([NH:21][C:22]3[CH:27]=[CH:26][C:25]([C:28]([F:31])([F:30])[F:29])=[CH:24][CH:23]=3)=[O:20])[CH:13]=2)=[N:9]1)=[O:39])[CH3:42]. (7) Given the reactants Cl[C:2]1[C:6]2[C:7]([Cl:11])=[CH:8][CH:9]=[CH:10][C:5]=2[S:4](=[O:13])(=[O:12])[N:3]=1.[CH3:14][NH:15][CH2:16][CH:17]([CH3:19])[CH3:18], predict the reaction product. The product is: [Cl:11][C:7]1[C:6]2[C:2]([N:15]([CH2:16][CH:17]([CH3:19])[CH3:18])[CH3:14])=[N:3][S:4](=[O:13])(=[O:12])[C:5]=2[CH:10]=[CH:9][CH:8]=1.